From a dataset of Peptide-MHC class II binding affinity with 134,281 pairs from IEDB. Regression. Given a peptide amino acid sequence and an MHC pseudo amino acid sequence, predict their binding affinity value. This is MHC class II binding data. (1) The peptide sequence is IIVGRGDSRLTYQWH. The binding affinity (normalized) is 0.423. The MHC is DRB1_0901 with pseudo-sequence DRB1_0901. (2) The peptide sequence is DVKFPGGVQIVGGVY. The MHC is HLA-DQA10501-DQB10301 with pseudo-sequence HLA-DQA10501-DQB10301. The binding affinity (normalized) is 0.591. (3) The peptide sequence is LWSPRERLVLTLGAA. The MHC is DRB1_0901 with pseudo-sequence DRB1_0901. The binding affinity (normalized) is 0.521. (4) The peptide sequence is GAVFLGFLGAAGSTMG. The MHC is DRB1_1302 with pseudo-sequence DRB1_1302. The binding affinity (normalized) is 0.185. (5) The peptide sequence is AFILDGDNLFPKL. The MHC is DRB3_0101 with pseudo-sequence DRB3_0101. The binding affinity (normalized) is 1.00. (6) The peptide sequence is STTENVVNLSNYEDA. The MHC is DRB1_0901 with pseudo-sequence DRB1_0901. The binding affinity (normalized) is 0.252. (7) The MHC is HLA-DPA10103-DPB10301 with pseudo-sequence HLA-DPA10103-DPB10301. The peptide sequence is AFKVAATAAAAAPAN. The binding affinity (normalized) is 0.744. (8) The peptide sequence is SPAIFQSSMTKILEP. The MHC is DRB3_0101 with pseudo-sequence DRB3_0101. The binding affinity (normalized) is 0.373. (9) The peptide sequence is KRHPNNTIFSVDK. The MHC is DRB4_0101 with pseudo-sequence DRB4_0103. The binding affinity (normalized) is 0.296.